This data is from Forward reaction prediction with 1.9M reactions from USPTO patents (1976-2016). The task is: Predict the product of the given reaction. (1) Given the reactants [OH:1][CH2:2][CH2:3][NH:4][C:5](=[O:11])[O:6][C:7]([CH3:10])([CH3:9])[CH3:8].[OH-].[K+].[Cl:14][C:15]1[C:20]([CH2:21]Cl)=[CH:19][CH:18]=[C:17]([CH3:23])[N:16]=1, predict the reaction product. The product is: [Cl:14][C:15]1[C:20]([CH2:21][O:1][CH2:2][CH2:3][NH:4][C:5](=[O:11])[O:6][C:7]([CH3:8])([CH3:10])[CH3:9])=[CH:19][CH:18]=[C:17]([CH3:23])[N:16]=1. (2) Given the reactants C1C(=O)N([O:8][C:9]([CH2:11][CH2:12][CH2:13][CH2:14][CH:15]2[S:19][CH2:18][CH:17]3[NH:20][C:21]([NH:23][CH:16]23)=[O:22])=[O:10])C(=O)C1.[OH-].[Na+], predict the reaction product. The product is: [OH:10][C:9]([CH2:11][CH2:12][CH2:13][CH2:14][C@H:15]1[C@@H:16]2[C@@H:17]([NH:20][C:21]([NH:23]2)=[O:22])[CH2:18][S:19]1)=[O:8]. (3) Given the reactants [CH2:1]([O:8][CH2:9][C@@H:10]1[CH2:15][CH2:14][C@H:13]([CH2:16][NH:17]C(=O)OCC2C=CC=CC=2)[CH2:12][CH2:11]1)[C:2]1[CH:7]=[CH:6][CH:5]=[CH:4][CH:3]=1.[OH-].[K+].Cl, predict the reaction product. The product is: [CH2:1]([O:8][CH2:9][C@@H:10]1[CH2:15][CH2:14][C@H:13]([CH2:16][NH2:17])[CH2:12][CH2:11]1)[C:2]1[CH:7]=[CH:6][CH:5]=[CH:4][CH:3]=1. (4) Given the reactants CC1C=CC(C([O:8][C@H:9]2[CH2:13][C@H:12]([N:14]3[C:18]4[N:19]=[CH:20][N:21]=[C:22](Cl)[C:17]=4[C:16]([F:24])=[CH:15]3)[O:11][C@@H:10]2[CH2:25][O:26]C(=O)C2C=CC(C)=CC=2)=O)=CC=1.[NH3:38], predict the reaction product. The product is: [NH2:38][C:22]1[C:17]2[C:16]([F:24])=[CH:15][N:14]([C@@H:12]3[O:11][C@H:10]([CH2:25][OH:26])[C@@H:9]([OH:8])[CH2:13]3)[C:18]=2[N:19]=[CH:20][N:21]=1.